This data is from Reaction yield outcomes from USPTO patents with 853,638 reactions. The task is: Predict the reaction yield, written as a fraction of the theoretical maximum amount of product (1.0 means a 100% yield; for example, 0.34 means a 34% yield). (1) The reactants are [NH2:1][C:2]1[NH:7][C:6](=[O:8])[C:5]([CH2:9][NH2:10])=[N:4][N:3]=1.C([O-])(O)=O.[Na+].O=C1CCC(=O)N1[O:23][C:24]([C@H:26]1[CH2:31][CH2:30][C@H:29]([C:32]([O:34][CH3:35])=[O:33])[CH2:28][CH2:27]1)=O.C1COCC1.CC#N. The catalyst is O. The product is [NH2:1][C:2]1[NH:7][C:6](=[O:8])[C:5]([CH2:9][NH:10][C:24]([C@H:26]2[CH2:27][CH2:28][C@H:29]([C:32]([O:34][CH3:35])=[O:33])[CH2:30][CH2:31]2)=[O:23])=[N:4][N:3]=1. The yield is 0.840. (2) The product is [C:35]([OH:42])(=[O:41])/[CH:36]=[CH:37]/[C:38]([OH:40])=[O:39].[CH3:27][S:26][C:21]1[CH:22]=[CH:23][C:24]2[CH2:25][CH:17]3[CH2:16][NH:15][CH2:29][CH2:28][N:18]3[C:19]=2[CH:20]=1. The catalyst is ClCCl.CC(O)C. The reactants are FC(F)(F)C(O)=O.C(OC([N:15]1[CH2:29][CH2:28][N:18]2[C:19]3[CH:20]=[C:21]([S:26][CH3:27])[CH:22]=[CH:23][C:24]=3[CH2:25][CH:17]2[CH2:16]1)=O)(C)(C)C.C(=O)([O-])O.[Na+].[C:35]([OH:42])(=[O:41])/[CH:36]=[CH:37]/[C:38]([OH:40])=[O:39]. The yield is 0.540.